The task is: Predict which catalyst facilitates the given reaction.. This data is from Catalyst prediction with 721,799 reactions and 888 catalyst types from USPTO. (1) Reactant: [H-].[Al+3].[Li+].[H-].[H-].[H-].C([N:12]([CH2:22][CH2:23][CH2:24][CH2:25][CH3:26])[C:13](=O)[CH2:14][CH2:15][CH2:16][CH2:17][C:18](O)=O)CCCC. The catalyst class is: 1. Product: [CH2:13]([NH:12][CH2:18][CH2:17][CH2:16][CH2:15][CH2:14][CH2:13][NH:12][CH2:22][CH2:23][CH2:24][CH2:25][CH3:26])[CH2:14][CH2:15][CH2:16][CH3:17]. (2) Reactant: [NH2:1][CH2:2][C:3]1[CH:4]=[CH:5][C:6]([Cl:25])=[C:7]([C:9]2[NH:13][C:12](=[O:14])[N:11]([C:15]3[CH:20]=[CH:19][C:18]([C:21]([F:24])([F:23])[F:22])=[CH:17][CH:16]=3)[N:10]=2)[CH:8]=1.[C:26](Cl)(=[O:30])[CH:27]([CH3:29])[CH3:28]. Product: [Cl:25][C:6]1[CH:5]=[CH:4][C:3]([CH2:2][NH:1][C:26](=[O:30])[CH:27]([CH3:29])[CH3:28])=[CH:8][C:7]=1[C:9]1[NH:13][C:12](=[O:14])[N:11]([C:15]2[CH:16]=[CH:17][C:18]([C:21]([F:24])([F:23])[F:22])=[CH:19][CH:20]=2)[N:10]=1. The catalyst class is: 1. (3) Reactant: [Cl:1][C:2]1[CH:7]=[CH:6][C:5]([N:8]2[C:13](=[O:14])[C:12]3C=N[N:17]([C:18]4[CH:19]=[C:20]([S:24]([NH2:27])(=[O:26])=[O:25])[CH:21]=[CH:22][CH:23]=4)[C:11]=3[N:10]=[C:9]2[C:28]2[CH:33]=[CH:32][C:31](B3OC(C)(C)C(C)(C)O3)=[CH:30][CH:29]=2)=[CH:4][CH:3]=1.I[C:44]1[CH:49]=[N:48][CH:47]=[CH:46][N:45]=1.C(=O)([O-])[O-].[Cs+].[Cs+].[CH3:56][N:57](C)C=O. Product: [Cl:1][C:2]1[CH:7]=[CH:6][C:5]([N:8]2[C:13](=[O:14])[C:12]3[N:57]=[CH:56][N:17]([C:18]4[CH:19]=[C:20]([S:24]([NH2:27])(=[O:25])=[O:26])[CH:21]=[CH:22][CH:23]=4)[C:11]=3[N:10]=[C:9]2[C:28]2[CH:33]=[CH:32][C:31]([C:44]3[CH:49]=[N:48][CH:47]=[CH:46][N:45]=3)=[CH:30][CH:29]=2)=[CH:4][CH:3]=1. The catalyst class is: 140. (4) Reactant: [CH3:1][C@@H:2]1[C@H:11]([OH:12])[CH2:10][CH2:9][C@@:8]2([CH3:13])[C@H:3]1[CH2:4][CH2:5][C@:6]1([CH3:37])[C@@:17]3([CH3:35])[CH2:18][C@H:19]([O:31][C:32]([CH3:34])=[O:33])/[C:20](=[C:21](\[C:28]([OH:30])=[O:29])/[CH2:22][CH2:23][CH:24]=[C:25]([CH3:27])[CH3:26])/[C@@H:16]3[CH2:15][C@@H:14]([OH:36])[C@H:7]12.C([OH:40])C.O. The catalyst class is: 21. Product: [CH3:1][C@H:2]1[C@@H:3]2[CH2:4][CH2:5][C@:6]3([CH3:37])[C@@:17]4([CH3:35])[CH2:18][C@H:19]([O:31][C:32]([CH3:34])=[O:33])/[C:20](=[C:21](/[CH2:22][CH2:23][CH:24]=[C:25]([CH3:26])[CH3:27])\[C:28]([OH:30])=[O:29])/[C@@H:16]4[CH2:15][C@@H:14]([OH:36])[C@H:7]3[C@@:8]2([CH3:13])[CH2:9][CH2:10][C@H:11]1[OH:12].[CH3:1][C@H:2]1[C@@H:3]2[CH2:4][CH2:5][C@:6]3([CH3:37])[C@@:17]4([CH3:35])[CH2:18][C@H:19]([O:31][C:32]([CH3:34])=[O:33])/[C:20](=[C:21](/[CH2:22][CH2:23][CH:24]=[C:25]([CH3:26])[CH3:27])\[C:28]([OH:30])=[O:29])/[C@@H:16]4[CH2:15][C@@H:14]([OH:36])[C@H:7]3[C@@:8]2([CH3:13])[CH2:9][CH2:10][C@H:11]1[OH:12].[OH2:40]. (5) Reactant: [F:1][C:2]1[CH:7]=[CH:6][CH:5]=[C:4]([F:8])[C:3]=1[N:9]1[C:14]2[N:15]=[C:16]([NH:30][CH2:31][CH2:32][N:33]([CH3:35])[CH3:34])[N:17]=[C:18]([C:19]3[CH:20]=[C:21]([CH:25]=[C:26]([F:29])[C:27]=3[CH3:28])[C:22]([OH:24])=O)[C:13]=2[CH2:12][NH:11][C:10]1=[O:36].[F:37][C:38]1[CH:44]=[CH:43][C:41]([NH2:42])=[CH:40][CH:39]=1.C(N(CC)CC)C.CN(C(ON1N=NC2C=CC=CC1=2)=[N+](C)C)C.F[P-](F)(F)(F)(F)F. Product: [F:1][C:2]1[CH:7]=[CH:6][CH:5]=[C:4]([F:8])[C:3]=1[N:9]1[C:14]2[N:15]=[C:16]([NH:30][CH2:31][CH2:32][N:33]([CH3:35])[CH3:34])[N:17]=[C:18]([C:19]3[CH:20]=[C:21]([CH:25]=[C:26]([F:29])[C:27]=3[CH3:28])[C:22]([NH:42][C:41]3[CH:43]=[CH:44][C:38]([F:37])=[CH:39][CH:40]=3)=[O:24])[C:13]=2[CH2:12][NH:11][C:10]1=[O:36]. The catalyst class is: 2. (6) Reactant: [CH3:1][C:2]([NH2:5])([CH3:4])[CH3:3].[Cl:6][C:7]1[CH:12]=[CH:11][C:10]([CH2:13][C:14]([NH:16][N:17]2[C:26](=[O:27])[C:25]3[C:20](=[CH:21][CH:22]=[CH:23][CH:24]=3)[C:19]([CH:28]([CH3:32])[C:29](O)=[O:30])=[N:18]2)=[O:15])=[CH:9][CH:8]=1.C(N(CC)CC)C.CCCP1(OP(CCC)(=O)OP(CCC)(=O)O1)=O. Product: [C:2]([NH:5][C:29](=[O:30])[CH:28]([C:19]1[C:20]2[C:25](=[CH:24][CH:23]=[CH:22][CH:21]=2)[C:26](=[O:27])[N:17]([NH:16][C:14](=[O:15])[CH2:13][C:10]2[CH:9]=[CH:8][C:7]([Cl:6])=[CH:12][CH:11]=2)[N:18]=1)[CH3:32])([CH3:4])([CH3:3])[CH3:1]. The catalyst class is: 1. (7) Reactant: C([NH:5][S:6]([C:9]1[CH:14]=[CH:13][CH:12]=[C:11]([C:15]2[N:16]=[CH:17][N:18]([C:20]3[CH:25]=[C:24]([C:26]([F:29])([F:28])[F:27])[CH:23]=[C:22]([C:30]4[CH:35]=[CH:34][C:33]([C:36]([F:39])([F:38])[F:37])=[CH:32][CH:31]=4)[N:21]=3)[CH:19]=2)[CH:10]=1)(=[O:8])=[O:7])(C)(C)C.C(O)(C(F)(F)F)=O. Product: [F:29][C:26]([F:27])([F:28])[C:24]1[CH:23]=[C:22]([C:30]2[CH:31]=[CH:32][C:33]([C:36]([F:39])([F:38])[F:37])=[CH:34][CH:35]=2)[N:21]=[C:20]([N:18]2[CH:19]=[C:15]([C:11]3[CH:10]=[C:9]([S:6]([NH2:5])(=[O:8])=[O:7])[CH:14]=[CH:13][CH:12]=3)[N:16]=[CH:17]2)[CH:25]=1. The catalyst class is: 4.